From a dataset of Experimentally validated miRNA-target interactions with 360,000+ pairs, plus equal number of negative samples. Binary Classification. Given a miRNA mature sequence and a target amino acid sequence, predict their likelihood of interaction. The miRNA is hsa-miR-6880-5p with sequence UGGUGGAGGAAGAGGGCAGCUC. The protein sequence of the target gene is MHSMISSVDVKSEVPMGLEPISPLDLRTDLRMMMPVVDPVVREKQLQQELLLIQQQQQIQKQLLIAEFQKQHENLTRQHQAQLQEHIKELLAIKQQQELLEKEQKLEQQRQEQEVERHRREQQLPPLRGKDRGRERAVASTEVKQKLQEFLLSKSATKDTPTNGKNHSVGRHPKLWYTAAHHTSLDQSSPPLSGTSPSYKYTLPGAQDSKDDFPLRKTASEPNLKVRSRLKQKVAERRSSPLLRRKDGNLVTSFKKRVFEVAESSVSSSSPGSGPSSPNNGPAGNVTENEASALPPTPHP.... Result: 0 (no interaction).